From a dataset of Orexin1 receptor HTS with 218,158 compounds and 233 confirmed actives. Binary Classification. Given a drug SMILES string, predict its activity (active/inactive) in a high-throughput screening assay against a specified biological target. The molecule is S(c1ccc(C2NC(C3C2C(=O)N(C3=O)CC)(CC(C)C)C(OC)=O)cc1)C1CCCCC1. The result is 0 (inactive).